From a dataset of Full USPTO retrosynthesis dataset with 1.9M reactions from patents (1976-2016). Predict the reactants needed to synthesize the given product. (1) Given the product [CH3:11][C:7]1[N:6]=[C:5]([C:3]2[N:4]=[C:23]([C:14]3[C:15]4[C:20](=[CH:19][CH:18]=[CH:17][CH:16]=4)[CH:21]=[CH:22][C:13]=3[OH:12])[NH:1][N:2]=2)[CH:10]=[CH:9][CH:8]=1, predict the reactants needed to synthesize it. The reactants are: [NH2:1][NH:2][C:3]([C:5]1[CH:10]=[CH:9][CH:8]=[C:7]([CH3:11])[N:6]=1)=[NH:4].[OH:12][C:13]1[CH:22]=[CH:21][C:20]2[C:15](=[CH:16][CH:17]=[CH:18][CH:19]=2)[C:14]=1[CH:23]=O. (2) Given the product [OH:28][C@@H:18]1[CH2:19][C@H:20]2[C@:21]([CH3:27])([CH2:22][CH2:23][C@@H:24]([O:26][S:32]([CH3:31])(=[O:34])=[O:33])[CH2:25]2)[C@@H:16]2[C@@H:17]1[C@H:12]1[C@:13]([CH3:30])([C@@H:14]([OH:29])[CH2:15]2)[C@@H:9]([C@H:2]([CH3:1])[CH2:3][CH2:4][C:5]([O:7][CH3:8])=[O:6])[CH2:10][CH2:11]1, predict the reactants needed to synthesize it. The reactants are: [CH3:1][CH:2]([CH:9]1[C:13]2([CH3:30])[CH:14]([OH:29])[CH2:15][CH:16]3[C:21]4([CH3:27])[CH2:22][CH2:23][CH:24]([OH:26])[CH2:25][CH:20]4[CH2:19][CH:18]([OH:28])[CH:17]3[CH:12]2[CH2:11][CH2:10]1)[CH2:3][CH2:4][C:5]([O:7][CH3:8])=[O:6].[CH3:31][S:32](Cl)(=[O:34])=[O:33].CCOC(C)=O. (3) Given the product [F:25][C:26]1[CH:27]=[C:28]([NH:37][C:38]([C@@H:40]2[N:49]([C:68]([C@@H:61]3[CH2:64][C@H:63]([C:65]([OH:67])=[O:66])[CH2:62]3)=[O:69])[CH2:48][CH2:47][C:46]3[N:45]=[C:44]([O:50][CH3:51])[CH:43]=[CH:42][C:41]2=3)=[O:39])[CH:29]=[C:30]2[C:34]=1[C:33]([CH3:35])([CH3:36])[CH2:32][CH2:31]2, predict the reactants needed to synthesize it. The reactants are: CN(C(ON1N=NC2C=CC=NC1=2)=[N+](C)C)C.F[P-](F)(F)(F)(F)F.[F:25][C:26]1[CH:27]=[C:28]([NH:37][C:38]([C@@H:40]2[NH:49][CH2:48][CH2:47][C:46]3[N:45]=[C:44]([O:50][CH3:51])[CH:43]=[CH:42][C:41]2=3)=[O:39])[CH:29]=[C:30]2[C:34]=1[C:33]([CH3:36])([CH3:35])[CH2:32][CH2:31]2.CCN(C(C)C)C(C)C.[C@H:61]1([C:68](O)=[O:69])[CH2:64][C@@H:63]([C:65]([OH:67])=[O:66])[CH2:62]1. (4) Given the product [CH3:1][S:2]([O:5][C:6]1[CH:7]=[CH:8][C:9]([N+:13]([O-:15])=[O:14])=[C:10]([CH:11]=1)[O:12][CH2:24][CH2:23][Br:22])(=[O:3])=[O:4], predict the reactants needed to synthesize it. The reactants are: [CH3:1][S:2]([O:5][C:6]1[CH:7]=[CH:8][C:9]([N+:13]([O-:15])=[O:14])=[C:10]([OH:12])[CH:11]=1)(=[O:4])=[O:3].C([O-])([O-])=O.[K+].[K+].[Br:22][CH2:23][CH2:24]Br. (5) Given the product [CH:17]1([C:20]2[CH:21]=[C:22]([CH3:32])[C:23]([N:26]3[CH2:27][CH2:28][N:29]([C:12]([C:11]4[CH:10]=[CH:9][C:8]([CH2:7][N:6]5[CH2:5][CH2:4][O:3][C:2]5=[O:1])=[CH:16][CH:15]=4)=[O:14])[CH2:30][CH2:31]3)=[N:24][CH:25]=2)[CH2:19][CH2:18]1, predict the reactants needed to synthesize it. The reactants are: [O:1]=[C:2]1[N:6]([CH2:7][C:8]2[CH:16]=[CH:15][C:11]([C:12]([OH:14])=O)=[CH:10][CH:9]=2)[CH2:5][CH2:4][O:3]1.[CH:17]1([C:20]2[CH:21]=[C:22]([CH3:32])[C:23]([N:26]3[CH2:31][CH2:30][NH:29][CH2:28][CH2:27]3)=[N:24][CH:25]=2)[CH2:19][CH2:18]1. (6) Given the product [ClH:1].[CH:2]1([NH:5][C:6](=[O:21])[C@@H:7]([OH:20])[C@@H:8]([NH2:12])[CH2:9][CH2:10][CH3:11])[CH2:4][CH2:3]1, predict the reactants needed to synthesize it. The reactants are: [ClH:1].[CH:2]1([NH:5][C:6](=[O:21])[C@@H:7]([OH:20])[C@@H:8]([NH:12]C(OC(C)(C)C)=O)[CH2:9][CH2:10][CH3:11])[CH2:4][CH2:3]1. (7) The reactants are: Cl[C:2]1[C:3]2[C:10]([CH3:11])=[C:9]([CH2:12][CH3:13])[NH:8][C:4]=2[N:5]=[CH:6][N:7]=1.[NH:14]1[C:18]2=[N:19][CH:20]=[C:21]([NH2:23])[CH:22]=[C:17]2[CH:16]=[N:15]1.Cl.C(O)C. Given the product [CH2:12]([C:9]1[NH:8][C:4]2[N:5]=[CH:6][N:7]=[C:2]([NH:23][C:21]3[CH:22]=[C:17]4[CH:16]=[N:15][NH:14][C:18]4=[N:19][CH:20]=3)[C:3]=2[C:10]=1[CH3:11])[CH3:13], predict the reactants needed to synthesize it. (8) Given the product [C:9]([O:13][C:14](=[O:17])[CH2:15][S:1][C:2]1[CH:7]=[CH:6][C:5]([OH:8])=[CH:4][CH:3]=1)([CH3:12])([CH3:11])[CH3:10], predict the reactants needed to synthesize it. The reactants are: [SH:1][C:2]1[CH:7]=[CH:6][C:5]([OH:8])=[CH:4][CH:3]=1.[C:9]([O:13][C:14](=[O:17])[CH2:15]Br)([CH3:12])([CH3:11])[CH3:10].C([O-])([O-])=O.[K+].[K+].